The task is: Regression. Given two drug SMILES strings and cell line genomic features, predict the synergy score measuring deviation from expected non-interaction effect.. This data is from NCI-60 drug combinations with 297,098 pairs across 59 cell lines. (1) Drug 1: C1=C(C(=O)NC(=O)N1)F. Drug 2: COCCOC1=C(C=C2C(=C1)C(=NC=N2)NC3=CC=CC(=C3)C#C)OCCOC.Cl. Cell line: KM12. Synergy scores: CSS=21.2, Synergy_ZIP=-11.8, Synergy_Bliss=-24.6, Synergy_Loewe=-26.5, Synergy_HSA=-25.0. (2) Drug 1: CCCS(=O)(=O)NC1=C(C(=C(C=C1)F)C(=O)C2=CNC3=C2C=C(C=N3)C4=CC=C(C=C4)Cl)F. Cell line: HS 578T. Synergy scores: CSS=4.82, Synergy_ZIP=4.80, Synergy_Bliss=13.3, Synergy_Loewe=5.40, Synergy_HSA=6.58. Drug 2: C1=CC(=CC=C1C#N)C(C2=CC=C(C=C2)C#N)N3C=NC=N3. (3) Drug 1: CCCS(=O)(=O)NC1=C(C(=C(C=C1)F)C(=O)C2=CNC3=C2C=C(C=N3)C4=CC=C(C=C4)Cl)F. Drug 2: CC1=C(C(CCC1)(C)C)C=CC(=CC=CC(=CC(=O)O)C)C. Cell line: UO-31. Synergy scores: CSS=16.1, Synergy_ZIP=1.08, Synergy_Bliss=6.75, Synergy_Loewe=8.27, Synergy_HSA=7.75. (4) Drug 1: CCCS(=O)(=O)NC1=C(C(=C(C=C1)F)C(=O)C2=CNC3=C2C=C(C=N3)C4=CC=C(C=C4)Cl)F. Drug 2: CN(CC1=CN=C2C(=N1)C(=NC(=N2)N)N)C3=CC=C(C=C3)C(=O)NC(CCC(=O)O)C(=O)O. Cell line: 786-0. Synergy scores: CSS=26.0, Synergy_ZIP=-0.0342, Synergy_Bliss=-0.681, Synergy_Loewe=-3.25, Synergy_HSA=0.223.